Dataset: Full USPTO retrosynthesis dataset with 1.9M reactions from patents (1976-2016). Task: Predict the reactants needed to synthesize the given product. (1) Given the product [I:1][C:2]1[CH:3]=[C:4]([CH2:14][O:15][C:16]2[CH:21]=[CH:20][C:19]([CH2:22][CH2:23][C:24]([OH:26])=[O:25])=[C:18]([CH3:29])[C:17]=2[CH3:30])[C:5]2[O:9][C:8]([CH2:10][CH2:11][CH3:12])=[CH:7][C:6]=2[CH:13]=1, predict the reactants needed to synthesize it. The reactants are: [I:1][C:2]1[CH:3]=[C:4]([CH2:14][O:15][C:16]2[CH:21]=[CH:20][C:19]([CH2:22][CH2:23][C:24]([O:26]CC)=[O:25])=[C:18]([CH3:29])[C:17]=2[CH3:30])[C:5]2[O:9][C:8]([CH2:10][CH2:11][CH3:12])=[CH:7][C:6]=2[CH:13]=1.[Li+].[OH-]. (2) Given the product [NH2:1][C:2]1[N:3]=[CH:4][C:5]2[S:10][C:9](=[O:11])[N:8]([C@@H:12]3[O:24][C@H:23]([CH2:25][O:26][C:27](=[O:29])[CH3:28])[C@@H:18]([O:19][C:20](=[O:22])[CH3:21])[C@H:13]3[O:14][C:15](=[O:17])[CH3:16])[C:6]=2[N:7]=1, predict the reactants needed to synthesize it. The reactants are: [NH2:1][C:2]1[N:3]=[C:4](Cl)[C:5]2[S:10][C:9](=[O:11])[N:8]([C@@H:12]3[O:24][C@H:23]([CH2:25][O:26][C:27](=[O:29])[CH3:28])[C@@H:18]([O:19][C:20](=[O:22])[CH3:21])[C@H:13]3[O:14][C:15](=[O:17])[CH3:16])[C:6]=2[N:7]=1.